This data is from Reaction yield outcomes from USPTO patents with 853,638 reactions. The task is: Predict the reaction yield, written as a fraction of the theoretical maximum amount of product (1.0 means a 100% yield; for example, 0.34 means a 34% yield). The reactants are [CH2:1]([C:3]1[C:11]2[CH2:10][CH2:9][CH2:8][CH2:7][C:6]=2[N:5]([CH2:12][C:13]2[CH:21]=[CH:20][C:16]([C:17]([OH:19])=O)=[CH:15][CH:14]=2)[N:4]=1)[CH3:2].[NH:22]1[CH2:26][CH2:25][CH2:24][CH2:23]1.C1C=CC2N(O)N=NC=2C=1.CCN(C(C)C)C(C)C. The catalyst is C(Cl)Cl. The product is [CH2:1]([C:3]1[C:11]2[CH2:10][CH2:9][CH2:8][CH2:7][C:6]=2[N:5]([CH2:12][C:13]2[CH:14]=[CH:15][C:16]([C:17]([N:22]3[CH2:26][CH2:25][CH2:24][CH2:23]3)=[O:19])=[CH:20][CH:21]=2)[N:4]=1)[CH3:2]. The yield is 0.620.